This data is from Forward reaction prediction with 1.9M reactions from USPTO patents (1976-2016). The task is: Predict the product of the given reaction. (1) Given the reactants C[O:2][C:3]([C:5]1([C:10]2[CH:15]=[C:14]([F:16])[CH:13]=[C:12]([F:17])[CH:11]=2)[CH2:9][CH2:8][CH2:7][CH2:6]1)=[O:4].[OH-].[K+], predict the reaction product. The product is: [F:16][C:14]1[CH:15]=[C:10]([C:5]2([C:3]([OH:4])=[O:2])[CH2:9][CH2:8][CH2:7][CH2:6]2)[CH:11]=[C:12]([F:17])[CH:13]=1. (2) Given the reactants [NH2:1][C:2]1[CH:3]=[C:4]([CH:15]=[CH:16][C:17]=1[O:18][CH3:19])[C:5]([NH:7][C:8]1[CH:13]=[CH:12][C:11]([F:14])=[CH:10][CH:9]=1)=[O:6].[C:20]1([Bi]([C:20]2[CH:25]=[CH:24][CH:23]=[CH:22][CH:21]=2)[C:20]2[CH:25]=[CH:24][CH:23]=[CH:22][CH:21]=2)[CH:25]=[CH:24][CH:23]=[CH:22][CH:21]=1.C(N(CC)CC)C, predict the reaction product. The product is: [C:20]1([NH:1][C:2]2[CH:3]=[C:4]([CH:15]=[CH:16][C:17]=2[O:18][CH3:19])[C:5]([NH:7][C:8]2[CH:9]=[CH:10][C:11]([F:14])=[CH:12][CH:13]=2)=[O:6])[CH:25]=[CH:24][CH:23]=[CH:22][CH:21]=1. (3) Given the reactants O=C[C@@H]([C@H]([C@@H]([C@@H](CO)O)O)O)O.C1C=[N+]([C@@H]2O[C@H](COP(OP(OC[C@H]3O[C@@H](N4C5N=CN=C(N)C=5N=C4)[C@H](OP(O)(O)=O)[C@@H]3O)(O)=O)(O)=O)[C@@H](O)[C@H]2O)C=C(C(N)=O)C=1.[C:61]([O:69][CH2:70][C@@H:71]([OH:83])[CH2:72][C:73](=[O:82])[CH2:74][C:75]([O:77][C:78]([CH3:81])([CH3:80])[CH3:79])=[O:76])(=O)[C:62]1[CH:67]=[CH:66][CH:65]=[CH:64][CH:63]=1.[OH-].[Na+], predict the reaction product. The product is: [CH2:61]([O:69][CH2:70][C@H:71]([OH:83])[CH2:72][C@@H:73]([OH:82])[CH2:74][C:75]([O:77][C:78]([CH3:79])([CH3:80])[CH3:81])=[O:76])[C:62]1[CH:63]=[CH:64][CH:65]=[CH:66][CH:67]=1. (4) Given the reactants [N+:1]([C:4]1[CH:5]=[C:6]([N:18]2[CH2:23][CH2:22][O:21][CH2:20][CH2:19]2)[CH:7]=[C:8]([O:10][CH2:11][C:12]2[CH:17]=[CH:16][CH:15]=[CH:14][CH:13]=2)[CH:9]=1)([O-])=O.C(=O)([O-])[O-].[K+].[K+].C(O)C, predict the reaction product. The product is: [N:18]1([C:6]2[CH:5]=[C:4]([CH:9]=[C:8]([O:10][CH2:11][C:12]3[CH:13]=[CH:14][CH:15]=[CH:16][CH:17]=3)[CH:7]=2)[NH2:1])[CH2:23][CH2:22][O:21][CH2:20][CH2:19]1. (5) Given the reactants [CH3:1][C:2]1[C:3]([CH:8]([NH:12][CH:13]([C:17]2[C:22]([CH3:23])=[CH:21][CH:20]=[CH:19][N:18]=2)[CH2:14][CH:15]=[CH2:16])[CH2:9][CH:10]=[CH2:11])=[N:4][CH:5]=[CH:6][CH:7]=1.CCN(C(C)C)C(C)C.[C:33](O[C:33]([C:35]([F:38])([F:37])[F:36])=[O:34])([C:35]([F:38])([F:37])[F:36])=[O:34], predict the reaction product. The product is: [F:36][C:35]([F:38])([F:37])[C:33]([N:12]([CH:13]([C:17]1[C:22]([CH3:23])=[CH:21][CH:20]=[CH:19][N:18]=1)[CH2:14][CH:15]=[CH2:16])[CH:8]([C:3]1[C:2]([CH3:1])=[CH:7][CH:6]=[CH:5][N:4]=1)[CH2:9][CH:10]=[CH2:11])=[O:34].